From a dataset of Reaction yield outcomes from USPTO patents with 853,638 reactions. Predict the reaction yield, written as a fraction of the theoretical maximum amount of product (1.0 means a 100% yield; for example, 0.34 means a 34% yield). (1) The reactants are O=[C:2]1[CH2:7][CH2:6][N:5]([C:8]([O:10][C:11]([CH3:14])([CH3:13])[CH3:12])=[O:9])[CH2:4][CH2:3]1.Cl.Cl.[N:17]1[C:18]([CH2:26][CH2:27][NH2:28])=[CH:19][N:20]2[CH:25]=[CH:24][CH:23]=[CH:22][C:21]=12.[CH2:29]1CCN2C(=NCCC2)CC1.C(O[BH-](OC(=O)C)OC(=O)C)(=O)C.[Na+]. The catalyst is C(O)C. The product is [CH2:29]1[C:19]2[N:20]3[CH:25]=[CH:24][CH:23]=[CH:22][C:21]3=[N:17][C:18]=2[CH2:26][CH2:27][N:28]1[CH:2]1[CH2:7][CH2:6][N:5]([C:8]([O:10][C:11]([CH3:14])([CH3:13])[CH3:12])=[O:9])[CH2:4][CH2:3]1. The yield is 0.600. (2) The reactants are I[C:2]1[CH:11]=[CH:10][C:5]([C:6]([O:8][CH3:9])=[O:7])=[CH:4][CH:3]=1.[Cl-].[Li+].C([Mg]Cl)(C)C.[CH3:19][C:20]([CH3:25])([CH3:24])[CH2:21][CH:22]=[O:23].O. The catalyst is O1CCCC1. The product is [OH:23][CH:22]([C:2]1[CH:11]=[CH:10][C:5]([C:6]([O:8][CH3:9])=[O:7])=[CH:4][CH:3]=1)[CH2:21][C:20]([CH3:25])([CH3:24])[CH3:19]. The yield is 0.950. (3) The reactants are Cl[C:2]1[C:3]([N+:9]([O-:11])=[O:10])=[C:4]([CH:6]=[CH:7][CH:8]=1)[NH2:5].C(=O)([O-])[O-].[K+].[K+].[NH:18]1[CH2:23][CH2:22][O:21][CH2:20][CH2:19]1. No catalyst specified. The product is [N:18]1([C:2]2[C:3]([N+:9]([O-:11])=[O:10])=[C:4]([CH:6]=[CH:7][CH:8]=2)[NH2:5])[CH2:23][CH2:22][O:21][CH2:20][CH2:19]1. The yield is 0.935. (4) The reactants are Cl.[N:2]1([CH2:8][CH2:9][CH2:10][O:11][C:12]2[CH:17]=[CH:16][C:15]([N:18]3[CH2:23][CH2:22][NH:21][CH2:20][CH2:19]3)=[CH:14][CH:13]=2)[CH2:7][CH2:6][CH2:5][CH2:4][CH2:3]1.[CH:24](=O)[C:25]1[CH:30]=[CH:29][CH:28]=[CH:27][CH:26]=1.C(O)(=O)C.C(O[BH-](OC(=O)C)OC(=O)C)(=O)C.[Na+].[Cl:50][CH:51]([Cl:53])C. No catalyst specified. The product is [NH3:2].[CH3:10][OH:11].[Cl:50][CH2:51][Cl:53].[CH2:24]([N:21]1[CH2:20][CH2:19][N:18]([C:15]2[CH:16]=[CH:17][C:12]([O:11][CH2:10][CH2:9][CH2:8][N:2]3[CH2:7][CH2:6][CH2:5][CH2:4][CH2:3]3)=[CH:13][CH:14]=2)[CH2:23][CH2:22]1)[C:25]1[CH:30]=[CH:29][CH:28]=[CH:27][CH:26]=1. The yield is 0.0500. (5) The reactants are [CH2:1]([NH:8][CH2:9][CH2:10][NH2:11])[C:2]1[CH:7]=[CH:6][CH:5]=[CH:4][CH:3]=1.[S:12](N)(N)(=[O:14])=[O:13]. The catalyst is N1C=CC=CC=1. The product is [CH2:1]([N:8]1[CH2:9][CH2:10][NH:11][S:12]1(=[O:14])=[O:13])[C:2]1[CH:7]=[CH:6][CH:5]=[CH:4][CH:3]=1. The yield is 0.500. (6) The reactants are C([O:3][C:4](=[O:28])[C:5]1[CH:10]=[CH:9][C:8]([N:11]2[CH:15]=[C:14]([C:16]3[C:17]([C:22]4[CH:27]=[CH:26][CH:25]=[CH:24][CH:23]=4)=[N:18][O:19][C:20]=3[CH3:21])[N:13]=[CH:12]2)=[CH:7][CH:6]=1)C.O.[OH-].[Li+]. The catalyst is C1COCC1.O. The product is [CH3:21][C:20]1[O:19][N:18]=[C:17]([C:22]2[CH:23]=[CH:24][CH:25]=[CH:26][CH:27]=2)[C:16]=1[C:14]1[N:13]=[CH:12][N:11]([C:8]2[CH:7]=[CH:6][C:5]([C:4]([OH:28])=[O:3])=[CH:10][CH:9]=2)[CH:15]=1. The yield is 0.990. (7) The reactants are Cl.Cl.[F:3][C:4]([F:41])([F:40])[C:5]1[CH:6]=[C:7]([N:15]([CH3:39])[C:16]([N:18]([C@@H:20]2[CH2:25][CH2:24][N:23]([CH:26]3[CH2:31][CH2:30][NH:29][CH2:28][CH2:27]3)[CH2:22][C@H:21]2[C:32]2[CH:37]=[CH:36][C:35]([F:38])=[CH:34][CH:33]=2)[CH3:19])=[O:17])[CH:8]=[C:9]([C:11]([F:14])([F:13])[F:12])[CH:10]=1.C(N(CC)CC)C.[C:49]([Cl:52])(=[O:51])[CH3:50]. The catalyst is C(#N)C.C(OCC)(=O)C. The product is [ClH:52].[C:49]([N:29]1[CH2:30][CH2:31][CH:26]([N:23]2[CH2:24][CH2:25][C@@H:20]([N:18]([CH3:19])[C:16]([N:15]([C:7]3[CH:8]=[C:9]([C:11]([F:12])([F:13])[F:14])[CH:10]=[C:5]([C:4]([F:3])([F:40])[F:41])[CH:6]=3)[CH3:39])=[O:17])[C@H:21]([C:32]3[CH:37]=[CH:36][C:35]([F:38])=[CH:34][CH:33]=3)[CH2:22]2)[CH2:27][CH2:28]1)(=[O:51])[CH3:50]. The yield is 0.800.